Dataset: Forward reaction prediction with 1.9M reactions from USPTO patents (1976-2016). Task: Predict the product of the given reaction. (1) Given the reactants [C:1]1([C:7]2[C:8]3[CH:17]=[CH:16][CH:15]=[N:14][C:9]=3[C:10](=O)[NH:11][N:12]=2)[CH:6]=[CH:5][CH:4]=[CH:3][CH:2]=1.N1C=CC=CC=1.P(Cl)(Cl)([Cl:26])=O, predict the reaction product. The product is: [Cl:26][C:10]1[C:9]2[N:14]=[CH:15][CH:16]=[CH:17][C:8]=2[C:7]([C:1]2[CH:6]=[CH:5][CH:4]=[CH:3][CH:2]=2)=[N:12][N:11]=1. (2) Given the reactants [CH3:1][O:2][C@@H:3]1[C@H:8]([C:9](OCC)=[O:10])[CH2:7][CH2:6][N:5]([C:14]([O:16][C:17]([CH3:20])([CH3:19])[CH3:18])=[O:15])[CH2:4]1.[Li+].[BH4-].[Cl-].[NH4+], predict the reaction product. The product is: [OH:10][CH2:9][C@@H:8]1[CH2:7][CH2:6][N:5]([C:14]([O:16][C:17]([CH3:18])([CH3:19])[CH3:20])=[O:15])[CH2:4][C@@H:3]1[O:2][CH3:1]. (3) Given the reactants [CH3:1][O:2][C:3](=[O:42])[C@@H:4]([NH:32][C@H:33]([C:36]1[CH:41]=[CH:40][CH:39]=[CH:38][CH:37]=1)[CH2:34][CH3:35])[CH2:5][C:6]1[CH:31]=[CH:30][C:9]2[O:10][C@@H:11]([C:14]3[CH:19]=[CH:18][C:17]([O:20][CH2:21][C:22]4[CH:27]=[CH:26][C:25]([Cl:28])=[C:24]([Cl:29])[CH:23]=4)=[CH:16][CH:15]=3)[CH2:12][O:13][C:8]=2[CH:7]=1.C=O.F[C:46](F)(F)C(O)=O.C([O-])(O)=O.[Na+], predict the reaction product. The product is: [CH3:1][O:2][C:3]([C@@H:4]1[CH2:5][C:6]2[CH:7]=[C:8]3[O:13][CH2:12][C@H:11]([C:14]4[CH:15]=[CH:16][C:17]([O:20][CH2:21][C:22]5[CH:27]=[CH:26][C:25]([Cl:28])=[C:24]([Cl:29])[CH:23]=5)=[CH:18][CH:19]=4)[O:10][C:9]3=[CH:30][C:31]=2[CH2:46][N:32]1[C@H:33]([C:36]1[CH:37]=[CH:38][CH:39]=[CH:40][CH:41]=1)[CH2:34][CH3:35])=[O:42]. (4) Given the reactants C(N(CC)CC)C.[CH3:8][NH:9][CH2:10][C:11]#[CH:12].[CH3:13][S:14](Cl)(=[O:16])=[O:15], predict the reaction product. The product is: [CH3:8][N:9]([CH2:10][C:11]#[CH:12])[S:14]([CH3:13])(=[O:16])=[O:15]. (5) Given the reactants [Cl:1][C:2]1[C:10]2[N:9]([C:11]3[CH:16]=[CH:15][CH:14]=[CH:13][CH:12]=3)[CH2:8][C@@H:7]3[CH2:17][N:18](C(OC(C)(C)C)=O)[CH2:19][CH2:20][C:5]([C:6]=23)=[CH:4][CH:3]=1.Cl.C(OCC)(=O)C.C(=O)(O)[O-].[Na+], predict the reaction product. The product is: [Cl:1][C:2]1[C:10]2[N:9]([C:11]3[CH:16]=[CH:15][CH:14]=[CH:13][CH:12]=3)[CH2:8][C@@H:7]3[CH2:17][NH:18][CH2:19][CH2:20][C:5]([C:6]=23)=[CH:4][CH:3]=1. (6) Given the reactants [Cl:1][C:2]1[C:3]([C:8]([OH:10])=O)=[N:4][CH:5]=[CH:6][N:7]=1.CN(C(ON1N=NC2C=CC=CC1=2)=[N+](C)C)C.[B-](F)(F)(F)F.C(N(C(C)C)CC)(C)C.Cl.[CH:43]1[C:52]2[C:47](=[CH:48][CH:49]=[CH:50][CH:51]=2)[CH:46]=[CH:45][C:44]=1[CH2:53][CH2:54][O:55][CH2:56][C:57]([NH2:59])=[NH:58], predict the reaction product. The product is: [NH:58]=[C:57]([NH:59][C:8]([C:3]1[C:2]([Cl:1])=[N:7][CH:6]=[CH:5][N:4]=1)=[O:10])[CH2:56][O:55][CH2:54][CH2:53][C:44]1[CH:45]=[CH:46][C:47]2[C:52](=[CH:51][CH:50]=[CH:49][CH:48]=2)[CH:43]=1. (7) Given the reactants C([O:3][C:4]([C:6]1[CH:15]=[C:14]([O:16][CH2:17][C:18]([N:20]2[CH2:24][CH2:23][CH2:22][C@H:21]2[C:25](=[O:31])[NH:26][CH:27]2[CH2:30][CH2:29][CH2:28]2)=[O:19])[C:13]2[C:8](=[CH:9][C:10]([CH3:32])=[CH:11][CH:12]=2)[N:7]=1)=[O:5])C.[OH-].[Na+].Cl, predict the reaction product. The product is: [CH:27]1([NH:26][C:25]([C@@H:21]2[CH2:22][CH2:23][CH2:24][N:20]2[C:18](=[O:19])[CH2:17][O:16][C:14]2[C:13]3[C:8](=[CH:9][C:10]([CH3:32])=[CH:11][CH:12]=3)[N:7]=[C:6]([C:4]([OH:5])=[O:3])[CH:15]=2)=[O:31])[CH2:28][CH2:29][CH2:30]1. (8) Given the reactants [CH:1]([C:3]1[CH:11]=[CH:10][C:6]([C:7]([OH:9])=[O:8])=[CH:5][CH:4]=1)=O.[CH3:12][N:13]1[CH2:18][CH2:17][NH:16][CH2:15][CH2:14]1.[H][H], predict the reaction product. The product is: [CH3:12][N:13]1[CH2:18][CH2:17][N:16]([CH2:1][C:3]2[CH:11]=[CH:10][C:6]([C:7]([OH:9])=[O:8])=[CH:5][CH:4]=2)[CH2:15][CH2:14]1. (9) Given the reactants [Cl:1][C:2]1[CH:7]=[CH:6][C:5]([N:8]2[C:12]([CH3:13])=[C:11]([CH3:14])[N:10]=[C:9]2[CH:15]=[O:16])=[C:4]([C:17](=[O:28])[C:18]2[CH:23]=[CH:22][CH:21]=[C:20]([O:24][CH3:25])[C:19]=2[O:26][CH3:27])[CH:3]=1.[O:29]1[CH2:33][CH2:32][O:31][CH:30]1[CH2:34][Mg]Br.O.C(OCC)(=O)C, predict the reaction product. The product is: [Cl:1][C:2]1[CH:7]=[CH:6][C:5]([N:8]2[C:12]([CH3:13])=[C:11]([CH3:14])[N:10]=[C:9]2[CH:15]([OH:16])[CH2:34][CH:30]2[O:31][CH2:32][CH2:33][O:29]2)=[C:4]([C:17]([C:18]2[CH:23]=[CH:22][CH:21]=[C:20]([O:24][CH3:25])[C:19]=2[O:26][CH3:27])=[O:28])[CH:3]=1.